The task is: Predict the product of the given reaction.. This data is from Forward reaction prediction with 1.9M reactions from USPTO patents (1976-2016). (1) Given the reactants [C:1]12(C)[C:8]([CH3:10])([CH3:9])[CH:5]([CH2:6][CH2:7]1)[CH2:4][C:2]2=O.[CH:12]([O:19][CH2:20][CH3:21])([O:16][CH2:17][CH3:18])OCC.C1(C)C=CC(S(O)(=O)=O)=CC=1, predict the reaction product. The product is: [CH2:20]([O:19][C:12]1([O:16][CH2:17][CH3:18])[CH2:7][CH:1]2[C:8]([CH3:10])([CH3:9])[C:5]1([CH3:6])[CH2:4][CH2:2]2)[CH3:21]. (2) The product is: [Cl:1][C:2]1[CH:3]=[CH:4][C:5]([CH2:6][C:7]2[NH:15][C:14]3[C:9](=[N:10][CH:11]=[CH:12][C:13]=3[C:16]([NH:22][CH3:21])=[O:18])[CH:8]=2)=[CH:19][CH:20]=1. Given the reactants [Cl:1][C:2]1[CH:20]=[CH:19][C:5]([CH2:6][C:7]2[NH:15][C:14]3[C:9](=[N:10][CH:11]=[CH:12][C:13]=3[C:16]([OH:18])=O)[CH:8]=2)=[CH:4][CH:3]=1.[CH3:21][N:22](C(ON1N=NC2C=CC=NC1=2)=[N+](C)C)C.F[P-](F)(F)(F)(F)F.CCN(C(C)C)C(C)C.CN.Cl, predict the reaction product. (3) Given the reactants CC1(C)C2C=CC=C(P(C3C=CC=CC=3)C3C=CC=CC=3)C=2OC2C1=CC=CC=2P(C1C=CC=CC=1)C1C=CC=CC=1.C(=O)([O-])[O-].[Cs+].[Cs+].[Cl:49][C:50]1[CH:55]=[C:54](I)[C:53]([Cl:57])=[CH:52][N:51]=1.[NH2:58][C:59]1[C:68]([F:69])=[CH:67][CH:66]=[CH:65][C:60]=1[C:61]([NH:63][CH3:64])=[O:62], predict the reaction product. The product is: [Cl:49][C:50]1[CH:55]=[C:54]([NH:58][C:59]2[C:68]([F:69])=[CH:67][CH:66]=[CH:65][C:60]=2[C:61]([NH:63][CH3:64])=[O:62])[C:53]([Cl:57])=[CH:52][N:51]=1. (4) Given the reactants Cl[C:2]1[C:7]([N+:8]([O-:10])=[O:9])=[CH:6][CH:5]=[CH:4][C:3]=1[N+:11]([O-:13])=[O:12].[NH2:14][CH2:15][C:16]([F:21])([F:20])[C:17]([OH:19])=[O:18].C(=O)([O-])O.[Na+].O, predict the reaction product. The product is: [N+:11]([C:3]1[CH:4]=[CH:5][CH:6]=[C:7]([N+:8]([O-:10])=[O:9])[C:2]=1[NH:14][CH2:15][C:16]([F:21])([F:20])[C:17]([OH:19])=[O:18])([O-:13])=[O:12]. (5) The product is: [CH2:39]([S:36]([C:33]1[CH:32]=[CH:31][C:30]([O:29][C:26]2[CH:27]=[CH:28][C:19]([NH:18][C:15]([C:10]3[CH:11]=[CH:12][CH:13]=[CH:14][N:9]=3)=[O:16])=[C:20]([CH:25]=2)[C:21]([O:23][CH3:24])=[O:22])=[CH:35][CH:34]=1)(=[O:38])=[O:37])[CH3:40]. Given the reactants C(N(CC)CC)C.Cl.[N:9]1[CH:14]=[CH:13][CH:12]=[CH:11][C:10]=1[C:15](Cl)=[O:16].[NH2:18][C:19]1[CH:28]=[CH:27][C:26]([O:29][C:30]2[CH:35]=[CH:34][C:33]([S:36]([CH2:39][CH3:40])(=[O:38])=[O:37])=[CH:32][CH:31]=2)=[CH:25][C:20]=1[C:21]([O:23][CH3:24])=[O:22].C(=O)([O-])O.[Na+], predict the reaction product. (6) Given the reactants [F:1][C:2]1[CH:12]=[C:11]([F:13])[CH:10]=[CH:9][C:3]=1[CH:4]=[CH:5][C:6]([OH:8])=[O:7].[OH-].[Na+].[H][H], predict the reaction product. The product is: [F:1][C:2]1[CH:12]=[C:11]([F:13])[CH:10]=[CH:9][C:3]=1[CH2:4][CH2:5][C:6]([OH:8])=[O:7].